This data is from Forward reaction prediction with 1.9M reactions from USPTO patents (1976-2016). The task is: Predict the product of the given reaction. (1) Given the reactants Br[C:2]1[CH:7]=[CH:6][C:5]([O:8][CH3:9])=[CH:4][C:3]=1[C:10]1[CH:15]=[CH:14][CH:13]=[CH:12][CH:11]=1.[C:16]1([N:22]2[C:34]3[CH:33]=[C:32](B4OC(C)(C)C(C)(C)O4)[CH:31]=[CH:30][C:29]=3[C:28]3[C:23]2=[CH:24][C:25](B2OC(C)(C)C(C)(C)O2)=[CH:26][CH:27]=3)[CH:21]=[CH:20][CH:19]=[CH:18][CH:17]=1.[C:53]([O-:56])([O-])=O.[Na+].[Na+].[CH3:59][CH2:60]O, predict the reaction product. The product is: [CH3:9][O:8][C:5]1[CH:6]=[CH:7][C:2]([C:32]2[CH:31]=[CH:30][C:29]3[C:28]4[C:23](=[CH:24][C:25]([C:2]5[CH:7]=[CH:6][C:5]([O:56][CH3:53])=[CH:4][C:3]=5[C:59]5[CH:60]=[CH:12][CH:11]=[CH:10][CH:15]=5)=[CH:26][CH:27]=4)[N:22]([C:16]4[CH:17]=[CH:18][CH:19]=[CH:20][CH:21]=4)[C:34]=3[CH:33]=2)=[C:3]([C:10]2[CH:15]=[CH:14][CH:13]=[CH:12][CH:11]=2)[CH:4]=1. (2) Given the reactants [Br:1][C:2]1[CH:7]=[CH:6][C:5]([C:8]2[NH:9][C:10]([C:13]3[CH:18]=[CH:17][C:16]([O:19][CH2:20][CH2:21][CH2:22][CH2:23][CH2:24][CH2:25][CH3:26])=[CH:15][CH:14]=3)=[CH:11][N:12]=2)=[CH:4][CH:3]=1.[H-].[Na+].[CH3:29][Si:30]([CH3:37])([CH3:36])[CH2:31][CH2:32][O:33][CH2:34]Cl, predict the reaction product. The product is: [Br:1][C:2]1[CH:3]=[CH:4][C:5]([C:8]2[N:9]([CH2:34][O:33][CH2:32][CH2:31][Si:30]([CH3:37])([CH3:36])[CH3:29])[C:10]([C:13]3[CH:18]=[CH:17][C:16]([O:19][CH2:20][CH2:21][CH2:22][CH2:23][CH2:24][CH2:25][CH3:26])=[CH:15][CH:14]=3)=[CH:11][N:12]=2)=[CH:6][CH:7]=1. (3) Given the reactants [CH2:1]([N:8]1[C:13](=[O:14])[C:12]2[C:15]([C:41]3[CH:46]=[CH:45][CH:44]=[CH:43][CH:42]=3)=[C:16]([C:26]3[CH:31]=[CH:30][C:29]([O:32][CH:33]([F:35])[F:34])=[C:28]([O:36][CH2:37][CH:38]4[CH2:40][CH2:39]4)[CH:27]=3)[N:17](COCC[Si](C)(C)C)[C:11]=2[CH:10]=[N:9]1)[C:2]1[CH:7]=[CH:6][CH:5]=[CH:4][CH:3]=1.C1(OC2C=C(C3N(COCC[Si](C)(C)C)C4C=NN(COCC[Si](C)(C)C)C(=O)C=4C=3C)C=CC=2OC(F)F)CC1, predict the reaction product. The product is: [CH2:1]([N:8]1[C:13](=[O:14])[C:12]2[C:15]([C:41]3[CH:46]=[CH:45][CH:44]=[CH:43][CH:42]=3)=[C:16]([C:26]3[CH:31]=[CH:30][C:29]([O:32][CH:33]([F:34])[F:35])=[C:28]([O:36][CH2:37][CH:38]4[CH2:39][CH2:40]4)[CH:27]=3)[NH:17][C:11]=2[CH:10]=[N:9]1)[C:2]1[CH:3]=[CH:4][CH:5]=[CH:6][CH:7]=1.